The task is: Regression. Given a peptide amino acid sequence and an MHC pseudo amino acid sequence, predict their binding affinity value. This is MHC class I binding data.. This data is from Peptide-MHC class I binding affinity with 185,985 pairs from IEDB/IMGT. (1) The peptide sequence is AANMYIYPL. The MHC is HLA-B08:01 with pseudo-sequence HLA-B08:01. The binding affinity (normalized) is 0.353. (2) The peptide sequence is SFSLESDSIK. The MHC is HLA-A03:01 with pseudo-sequence HLA-A03:01. The binding affinity (normalized) is 0.0759. (3) The peptide sequence is CVGDHQAAM. The MHC is HLA-A02:02 with pseudo-sequence HLA-A02:02. The binding affinity (normalized) is 0.270. (4) The peptide sequence is VWAPLILAYFPVF. The MHC is HLA-B44:03 with pseudo-sequence HLA-B44:03. The binding affinity (normalized) is 0.274. (5) The peptide sequence is TQMKSLVTK. The MHC is HLA-A33:01 with pseudo-sequence HLA-A33:01. The binding affinity (normalized) is 0. (6) The peptide sequence is VPLDEDFRKY. The MHC is HLA-A02:06 with pseudo-sequence HLA-A02:06. The binding affinity (normalized) is 0. (7) The peptide sequence is RQVLFLEK. The MHC is Mamu-B03 with pseudo-sequence Mamu-B03. The binding affinity (normalized) is 0.358.